This data is from Full USPTO retrosynthesis dataset with 1.9M reactions from patents (1976-2016). The task is: Predict the reactants needed to synthesize the given product. (1) Given the product [C:41]([CH:40]([NH:39][C:28]([C:23]1[CH:24]=[N:25][C:26]2[C:21]([CH:22]=1)=[CH:20][CH:19]=[C:18]([NH:17][C:15]([C:10]1[C:9]([C:6]3[CH:5]=[CH:4][C:3]([C:2]([F:31])([F:1])[F:32])=[CH:8][CH:7]=3)=[CH:14][CH:13]=[CH:12][CH:11]=1)=[O:16])[CH:27]=2)=[O:30])[C:60]1[CH:65]=[CH:64][CH:63]=[CH:62][CH:61]=1)(=[O:42])[NH2:43], predict the reactants needed to synthesize it. The reactants are: [F:1][C:2]([F:32])([F:31])[C:3]1[CH:8]=[CH:7][C:6]([C:9]2[C:10]([C:15]([NH:17][C:18]3[CH:27]=[C:26]4[C:21]([CH:22]=[C:23]([C:28]([OH:30])=O)[CH:24]=[N:25]4)=[CH:20][CH:19]=3)=[O:16])=[CH:11][CH:12]=[CH:13][CH:14]=2)=[CH:5][CH:4]=1.C1([NH:39][CH2:40][C:41]([NH2:43])=[O:42])C=CC=CC=1.Cl.CN(C)CCCN=C=NCC.ON1[C:61]2[CH:62]=[CH:63][CH:64]=[CH:65][C:60]=2N=N1.C(N(CC)CC)C. (2) Given the product [CH:21]1([NH:24][C:18]([C:13]2[N:12]=[N:11][N:10]([C:7]3[CH:6]=[CH:5][C:4]([N+:1]([O-:3])=[O:2])=[CH:9][CH:8]=3)[C:14]=2[CH2:15][CH2:16][CH3:17])=[O:20])[CH2:23][CH2:22]1, predict the reactants needed to synthesize it. The reactants are: [N+:1]([C:4]1[CH:9]=[CH:8][C:7]([N:10]2[C:14]([CH2:15][CH2:16][CH3:17])=[C:13]([C:18]([OH:20])=O)[N:12]=[N:11]2)=[CH:6][CH:5]=1)([O-:3])=[O:2].[CH:21]1([NH2:24])[CH2:23][CH2:22]1.C1C=CC2N(O)N=NC=2C=1.CCN=C=NCCCN(C)C. (3) Given the product [Cl:8][C:9]1[CH:14]=[CH:13][C:12]2[C:15](=[O:4])[C:16](=[CH:48][N:49]([CH3:50])[CH3:51])[CH2:17][N:18]=[C:26]([C:27]3[C:32]([O:33][CH3:34])=[CH:31][CH:30]=[CH:29][C:28]=3[F:35])[C:11]=2[CH:10]=1, predict the reactants needed to synthesize it. The reactants are: FC(F)(F)C(O)=[O:4].[Cl:8][C:9]1[CH:14]=[CH:13][C:12]([C:15]#[C:16][CH2:17][NH:18]C(=O)OC(C)(C)C)=[C:11]([C:26](=O)[C:27]2[C:32]([O:33][CH3:34])=[CH:31][CH:30]=[CH:29][C:28]=2[F:35])[CH:10]=1.C(N(CC)C(C)C)(C)C.CO[CH:48](OC)[N:49]([CH3:51])[CH3:50]. (4) Given the product [F:16][C:17]1[C:18](=[O:37])[N:19]([CH2:24][CH2:25][C@@:26]([CH3:36])([S:32]([CH3:35])(=[O:33])=[O:34])[C:27]([O:29][CH2:30][CH3:31])=[O:28])[CH:20]=[CH:21][C:22]=1[C:7]1[CH:12]=[CH:11][CH:10]=[CH:9][CH:8]=1, predict the reactants needed to synthesize it. The reactants are: C(=O)([O-])[O-].[K+].[K+].[C:7]1(B(O)O)[CH:12]=[CH:11][CH:10]=[CH:9][CH:8]=1.[F:16][C:17]1[C:18](=[O:37])[N:19]([CH2:24][CH2:25][C@@:26]([CH3:36])([S:32]([CH3:35])(=[O:34])=[O:33])[C:27]([O:29][CH2:30][CH3:31])=[O:28])[CH:20]=[CH:21][C:22]=1I.O. (5) Given the product [Cl:1][C:2]1[N:7]=[C:6]2[N:8]=[C:9]([NH:12][C:16]([NH:15][CH2:13][CH3:14])=[O:17])[CH:10]=[CH:11][C:5]2=[N:4][CH:3]=1, predict the reactants needed to synthesize it. The reactants are: [Cl:1][C:2]1[N:7]=[C:6]2[N:8]=[C:9]([NH2:12])[CH:10]=[CH:11][C:5]2=[N:4][CH:3]=1.[CH2:13]([N:15]=[C:16]=[O:17])[CH3:14]. (6) Given the product [CH3:1][O:2][C:3](=[O:18])[CH2:4][C:5]1[CH:10]=[CH:9][C:8]([C:11]([F:14])([F:13])[F:12])=[CH:7][C:6]=1[NH:15][C:19](=[O:21])[CH3:20], predict the reactants needed to synthesize it. The reactants are: [CH3:1][O:2][C:3](=[O:18])[CH2:4][C:5]1[CH:10]=[CH:9][C:8]([C:11]([F:14])([F:13])[F:12])=[CH:7][C:6]=1[N+:15]([O-])=O.[C:19](OC(=O)C)(=[O:21])[CH3:20].